Dataset: Reaction yield outcomes from USPTO patents with 853,638 reactions. Task: Predict the reaction yield, written as a fraction of the theoretical maximum amount of product (1.0 means a 100% yield; for example, 0.34 means a 34% yield). (1) The reactants are [CH3:1][C:2]1[CH:7]=[CH:6][N:5]=[CH:4][C:3]=1[N:8]1[CH2:12][CH2:11][NH:10][C:9]1=[O:13].Br[C:15]1[S:16][C:17]([Cl:20])=[CH:18][CH:19]=1.N[C@@H]1CCCC[C@H]1N.C(=O)([O-])[O-].[K+].[K+]. The catalyst is [Cu](I)I.O1CCOCC1. The product is [Cl:20][C:17]1[S:16][C:15]([N:10]2[CH2:11][CH2:12][N:8]([C:3]3[CH:4]=[N:5][CH:6]=[CH:7][C:2]=3[CH3:1])[C:9]2=[O:13])=[CH:19][CH:18]=1. The yield is 0.484. (2) The reactants are I.[CH3:2][O:3][C:4]([C:6]1[C:7]2[C:8]([CH2:15]N(C)C)=[CH:9][NH:10][C:11]=2[CH:12]=[CH:13][CH:14]=1)=[O:5].S(OC)(OC)(=O)=O.C[O-].[Na+].[N+:29]([CH:32]([CH3:34])[CH3:33])([O-:31])=[O:30]. The catalyst is CO.C(OCC)(=O)C.[NH4+].[Cl-]. The product is [CH3:2][O:3][C:4]([C:6]1[C:7]2[C:8]([CH2:15][C:32]([CH3:34])([N+:29]([O-:31])=[O:30])[CH3:33])=[CH:9][NH:10][C:11]=2[CH:12]=[CH:13][CH:14]=1)=[O:5]. The yield is 1.00. (3) The reactants are [NH2:1][CH2:2][CH:3]([OH:19])[CH2:4][CH:5]1[C:14]2[CH:13]=[CH:12][S:11][C:10]=2[CH2:9][CH2:8][C:7]2[CH:15]=[CH:16][CH:17]=[CH:18][C:6]1=2.CCN(CC)CC.[F:27][C:28]([F:41])([F:40])[O:29][C:30]1[CH:35]=[CH:34][C:33]([S:36](Cl)(=[O:38])=[O:37])=[CH:32][CH:31]=1. The catalyst is CN(C=O)C. The product is [S:11]1[CH:12]=[CH:13][C:14]2[CH:5]([CH2:4][CH:3]([OH:19])[CH2:2][NH:1][S:36]([C:33]3[CH:32]=[CH:31][C:30]([O:29][C:28]([F:27])([F:40])[F:41])=[CH:35][CH:34]=3)(=[O:38])=[O:37])[C:6]3[CH:18]=[CH:17][CH:16]=[CH:15][C:7]=3[CH2:8][CH2:9][C:10]1=2. The yield is 0.880. (4) The reactants are Cl.C[O:3][C:4](=[O:38])[C:5]1[CH:10]=[CH:9][C:8]([O:11][C:12]2[CH:17]=[CH:16][C:15]([CH2:18][C@H:19]([NH2:37])[C:20]3[N:21]([CH2:33][CH2:34][CH2:35][CH3:36])[CH:22]=[C:23]([C:25]4[CH:30]=[CH:29][C:28]([Cl:31])=[CH:27][C:26]=4[Cl:32])[N:24]=3)=[CH:14][CH:13]=2)=[CH:7][CH:6]=1.[F:39][C:40]1[CH:41]=[C:42]([CH2:47][C:48]([OH:50])=O)[CH:43]=[C:44]([F:46])[CH:45]=1. No catalyst specified. The product is [CH2:33]([N:21]1[CH:22]=[C:23]([C:25]2[CH:30]=[CH:29][C:28]([Cl:31])=[CH:27][C:26]=2[Cl:32])[N:24]=[C:20]1[C@@H:19]([NH:37][C:48](=[O:50])[CH2:47][C:42]1[CH:43]=[C:44]([F:46])[CH:45]=[C:40]([F:39])[CH:41]=1)[CH2:18][C:15]1[CH:16]=[CH:17][C:12]([O:11][C:8]2[CH:9]=[CH:10][C:5]([C:4]([OH:38])=[O:3])=[CH:6][CH:7]=2)=[CH:13][CH:14]=1)[CH2:34][CH2:35][CH3:36]. The yield is 0.700. (5) The reactants are [CH3:1][O:2][C:3]1[CH:8]=[C:7]([N+:9]([O-])=O)[C:6]([O:12][CH3:13])=[CH:5][C:4]=1[N:14]1[CH2:19][CH2:18][N:17]([CH:20]([CH3:22])[CH3:21])[CH2:16][CH2:15]1.O.NN. The catalyst is CO. The product is [CH3:22][CH:20]([N:17]1[CH2:18][CH2:19][N:14]([C:4]2[C:3]([O:2][CH3:1])=[CH:8][C:7]([NH2:9])=[C:6]([O:12][CH3:13])[CH:5]=2)[CH2:15][CH2:16]1)[CH3:21]. The yield is 0.630. (6) The reactants are [Cl:1][C:2]1[CH:3]=[N+:4]([O-:50])[CH:5]=[C:6]([Cl:49])[C:7]=1[CH2:8][C@@H:9]([C:34]1[CH:39]=[CH:38][C:37]([O:40][CH:41]([F:43])[F:42])=[C:36]([O:44][CH2:45][CH:46]2[CH2:48][CH2:47]2)[CH:35]=1)[O:10][C:11](=[O:33])[CH2:12][O:13]C(C1C=CC=CC=1)(C1C=CC=CC=1)C1C=CC=CC=1.O. The catalyst is C(Cl)Cl.Br. The product is [Cl:49][C:6]1[CH:5]=[N+:4]([O-:50])[CH:3]=[C:2]([Cl:1])[C:7]=1[CH2:8][C@@H:9]([C:34]1[CH:39]=[CH:38][C:37]([O:40][CH:41]([F:43])[F:42])=[C:36]([O:44][CH2:45][CH:46]2[CH2:48][CH2:47]2)[CH:35]=1)[O:10][C:11](=[O:33])[CH2:12][OH:13]. The yield is 0.760. (7) The reactants are C([N:8]1[CH2:14][C:13]2[N:15]=[CH:16][C:17]([N:19]3[CH2:24][CH2:23][CH2:22][CH2:21][CH:20]3[CH3:25])=[N:18][C:12]=2[O:11][CH2:10][CH2:9]1)C1C=CC=CC=1.C(OCC)(=O)C.[ClH:32]. The catalyst is CO.[OH-].[OH-].[Pd+2]. The product is [ClH:32].[CH3:25][CH:20]1[CH2:21][CH2:22][CH2:23][CH2:24][N:19]1[C:17]1[CH:16]=[N:15][C:13]2[CH2:14][NH:8][CH2:9][CH2:10][O:11][C:12]=2[N:18]=1. The yield is 0.730. (8) The reactants are C(OC([N:8]1[CH2:13][CH2:12][C:11]([C:16]2[CH:21]=[CH:20][C:19]([Cl:22])=[CH:18][CH:17]=2)([C:14]#[N:15])[CH2:10][CH2:9]1)=O)(C)(C)C.FC(F)(F)C(O)=O. The catalyst is ClCCl. The product is [Cl:22][C:19]1[CH:20]=[CH:21][C:16]([C:11]2([C:14]#[N:15])[CH2:12][CH2:13][NH:8][CH2:9][CH2:10]2)=[CH:17][CH:18]=1. The yield is 0.820. (9) The reactants are [ClH:1].C(OCC)(=O)C.[Cl:8][C:9]1[N:10]=[C:11]([C:16]([NH:18][C@H:19]2[CH2:24][CH2:23][N:22]([C:25]3[S:26][C:27]([C:31]([NH:33][CH:34]4[CH2:39][CH2:38][N:37](C(OC(C)(C)C)=O)[CH2:36][CH2:35]4)=[O:32])=[C:28]([CH3:30])[N:29]=3)[CH2:21][C@H:20]2[O:47][CH3:48])=[O:17])[NH:12][C:13]=1[CH2:14][CH3:15]. The catalyst is CO. The product is [ClH:8].[ClH:1].[Cl:8][C:9]1[N:10]=[C:11]([C:16]([NH:18][C@H:19]2[CH2:24][CH2:23][N:22]([C:25]3[S:26][C:27]([C:31]([NH:33][CH:34]4[CH2:35][CH2:36][NH:37][CH2:38][CH2:39]4)=[O:32])=[C:28]([CH3:30])[N:29]=3)[CH2:21][C@H:20]2[O:47][CH3:48])=[O:17])[NH:12][C:13]=1[CH2:14][CH3:15]. The yield is 0.720.